This data is from Reaction yield outcomes from USPTO patents with 853,638 reactions. The task is: Predict the reaction yield, written as a fraction of the theoretical maximum amount of product (1.0 means a 100% yield; for example, 0.34 means a 34% yield). (1) The reactants are [CH2:1]([O:8][C:9]1[CH:18]=[C:17]2[C:12]([C:13](Cl)=[CH:14][CH:15]=[N:16]2)=[CH:11][C:10]=1[C:20]#[N:21])[C:2]1[CH:7]=[CH:6][CH:5]=[CH:4][CH:3]=1.[F:22][C:23]1[CH:24]=[C:25]([OH:32])[CH:26]=[CH:27][C:28]=1[N+:29]([O-:31])=[O:30].C(N(CC)C(C)C)(C)C.O. The catalyst is CN1CCCC1=O. The product is [CH2:1]([O:8][C:9]1[CH:18]=[C:17]2[C:12]([C:13]([O:32][C:25]3[CH:26]=[CH:27][C:28]([N+:29]([O-:31])=[O:30])=[C:23]([F:22])[CH:24]=3)=[CH:14][CH:15]=[N:16]2)=[CH:11][C:10]=1[C:20]#[N:21])[C:2]1[CH:7]=[CH:6][CH:5]=[CH:4][CH:3]=1. The yield is 0.400. (2) The reactants are [OH:1][CH2:2][C:3]1[CH2:4][C@H:5]2[C@@:10]([CH3:12])([CH:11]=1)[C@H:9]([CH3:13])[CH2:8][C@H:7]([OH:14])[CH2:6]2. The catalyst is C(Cl)Cl.O=[Mn]=O. The product is [OH:14][C@@H:7]1[CH2:6][C@@H:5]2[C@@:10]([CH3:12])([CH:11]=[C:3]([CH:2]=[O:1])[CH2:4]2)[C@H:9]([CH3:13])[CH2:8]1. The yield is 0.920. (3) The yield is 0.820. The product is [CH:8]([C:17]1[NH:18][C:19]([CH3:20])=[C:15]([S:12]([CH3:11])(=[O:14])=[O:13])[C:16]=1[CH2:21][CH2:22][C:23]([OH:25])=[O:24])=[O:9]. The catalyst is ClCCl. The reactants are P(Cl)(Cl)(Cl)=O.CN(C)[CH:8]=[O:9].[CH3:11][S:12]([C:15]1[C:16]([CH2:21][CH2:22][C:23]([OH:25])=[O:24])=[CH:17][NH:18][C:19]=1[CH3:20])(=[O:14])=[O:13]. (4) The reactants are [Br:1][C:2]1[CH:7]=[CH:6][C:5]([C:8]2[NH:12][C:11]([C@@H:13]3[CH2:17][C@@H:16](O)[CH2:15][N:14]3[C:19]([O:21][CH2:22][C:23]3[CH:28]=[CH:27][CH:26]=[CH:25][CH:24]=3)=[O:20])=[N:10][CH:9]=2)=[CH:4][CH:3]=1.COCCN(S(F)(F)[F:39])CCOC.C(=O)(O)[O-].[Na+]. The catalyst is C(Cl)Cl. The product is [Br:1][C:2]1[CH:7]=[CH:6][C:5]([C:8]2[NH:12][C:11]([C@@H:13]3[CH2:17][C@H:16]([F:39])[CH2:15][N:14]3[C:19]([O:21][CH2:22][C:23]3[CH:28]=[CH:27][CH:26]=[CH:25][CH:24]=3)=[O:20])=[N:10][CH:9]=2)=[CH:4][CH:3]=1. The yield is 0.620. (5) The reactants are [C:1]12[C:7](=[CH:8][CH:9]=[CH:10][CH:11]=1)[NH:6]C(=O)[O:4][C:2]2=O.Cl.[O:14]([NH2:16])[CH3:15].C(N(CC)CC)C. The catalyst is CCO.O. The product is [NH2:6][C:7]1[CH:8]=[CH:9][CH:10]=[CH:11][C:1]=1[C:2]([NH:16][O:14][CH3:15])=[O:4]. The yield is 0.880.